Dataset: Catalyst prediction with 721,799 reactions and 888 catalyst types from USPTO. Task: Predict which catalyst facilitates the given reaction. (1) Reactant: FC(F)(F)S(O[C:7]1[CH:8]=[CH:9][C:10]2[CH2:16][CH:15]([CH2:17][C:18]([O:20][CH2:21][CH3:22])=[O:19])[C:14]3[CH:23]=[CH:24][CH:25]=[CH:26][C:13]=3[CH2:12][C:11]=2[CH:27]=1)(=O)=O.[O:30]1[CH2:35][CH2:34][CH2:33][CH2:32][CH:31]1[O:36][CH2:37][CH2:38][C:39]#[C:40][Sn](CCCC)(CCCC)CCCC.[Li+].[Cl-]. Product: [O:30]1[CH2:35][CH2:34][CH2:33][CH2:32][CH:31]1[O:36][CH2:37][CH2:38][C:39]#[C:40][C:7]1[CH:8]=[CH:9][C:10]2[CH2:16][CH:15]([CH2:17][C:18]([O:20][CH2:21][CH3:22])=[O:19])[C:14]3[CH:23]=[CH:24][CH:25]=[CH:26][C:13]=3[CH2:12][C:11]=2[CH:27]=1. The catalyst class is: 658. (2) Reactant: [NH2:1][C:2]1[N:6]([C:7]2[C:12]([Cl:13])=[CH:11][C:10]([Cl:14])=[CH:9][C:8]=2[Cl:15])[N:5]=[C:4]([CH2:16][CH3:17])[C:3]=1[C:18]([NH2:20])=[O:19].[CH3:21][O:22][C:23]1[CH:24]=[C:25]([CH2:29][C:30](Cl)=O)[CH:26]=[CH:27][CH:28]=1.[O-]CC.[Na+]. Product: [Cl:13][C:12]1[CH:11]=[C:10]([Cl:14])[CH:9]=[C:8]([Cl:15])[C:7]=1[N:6]1[C:2]2=[N:1][C:30]([CH2:29][C:25]3[CH:26]=[CH:27][CH:28]=[C:23]([O:22][CH3:21])[CH:24]=3)=[N:20][C:18](=[O:19])[C:3]2=[C:4]([CH2:16][CH3:17])[NH:5]1. The catalyst class is: 8. (3) Reactant: [NH2:1][C:2]1[CH:7]=[C:6]([C:8]2[S:9][CH:10]=[CH:11][CH:12]=2)[CH:5]=[CH:4][C:3]=1[NH:13][C:14](=[O:20])[O:15][C:16]([CH3:19])([CH3:18])[CH3:17].[CH:21]([N:24]=[C:25]=[O:26])([CH3:23])[CH3:22]. Product: [CH:21]([NH:24][C:25](=[O:26])[NH:1][C:2]1[CH:7]=[C:6]([C:8]2[S:9][CH:10]=[CH:11][CH:12]=2)[CH:5]=[CH:4][C:3]=1[NH:13][C:14](=[O:20])[O:15][C:16]([CH3:17])([CH3:19])[CH3:18])([CH3:23])[CH3:22]. The catalyst class is: 46. (4) Reactant: II.[N+:3]([C:6]1[CH:15]=[C:14]2[C:9]([CH2:10][CH2:11][NH:12][CH2:13]2)=[CH:8][CH:7]=1)([O-:5])=[O:4]. Product: [N+:3]([C:6]1[CH:15]=[C:14]2[C:9]([CH:10]=[CH:11][N:12]=[CH:13]2)=[CH:8][CH:7]=1)([O-:5])=[O:4]. The catalyst class is: 8.